Predict which catalyst facilitates the given reaction. From a dataset of Catalyst prediction with 721,799 reactions and 888 catalyst types from USPTO. (1) Reactant: [CH3:1][C:2]([CH3:7])([CH2:5][OH:6])[CH2:3][OH:4].CC1(C)C(C)(C)O[B:11]([C:16]2[CH:21]=[CH:20][C:19]([C:22]3[C:23]([OH:28])=[CH:24][CH:25]=[CH:26][CH:27]=3)=[CH:18][CH:17]=2)O1. Product: [CH3:1][C:2]1([CH3:7])[CH2:5][O:6][B:11]([C:16]2[CH:17]=[CH:18][C:19]([C:22]3[C:23]([OH:28])=[CH:24][CH:25]=[CH:26][CH:27]=3)=[CH:20][CH:21]=2)[O:4][CH2:3]1. The catalyst class is: 12. (2) Reactant: [CH2:1]([O:3][C:4]([C:6]1([NH:17]C(OCC2C=CC=CC=2)=O)[CH2:9][N:8]([C:10]([O:12][C:13]([CH3:16])([CH3:15])[CH3:14])=[O:11])[CH2:7]1)=[O:5])[CH3:2].C1CCCCC=1. Product: [CH2:1]([O:3][C:4]([C:6]1([NH2:17])[CH2:9][N:8]([C:10]([O:12][C:13]([CH3:16])([CH3:15])[CH3:14])=[O:11])[CH2:7]1)=[O:5])[CH3:2]. The catalyst class is: 50. (3) The catalyst class is: 21. Reactant: [NH:1]1[CH2:6][CH2:5][O:4][CH2:3][CH2:2]1.C(O)C.[CH2:10]([CH:12]1[O:14][CH2:13]1)[Cl:11]. Product: [Cl-:11].[OH:14][CH:12]1[CH2:13][N+:1]2([CH2:6][CH2:5][O:4][CH2:3][CH2:2]2)[CH2:10]1. (4) The catalyst class is: 1. Product: [CH2:7]([O:6][C:4]([CH:3]1[CH2:9][CH2:10][CH2:11][N:1]([C:26](=[O:27])[C:25]2[CH:29]=[CH:30][C:22]([F:21])=[CH:23][CH:24]=2)[CH2:2]1)=[O:5])[CH3:8]. Reactant: [NH:1]1[CH2:11][CH2:10][CH2:9][CH:3]([C:4]([O:6][CH2:7][CH3:8])=[O:5])[CH2:2]1.CCN(C(C)C)C(C)C.[F:21][C:22]1[CH:30]=[CH:29][C:25]([C:26](Cl)=[O:27])=[CH:24][CH:23]=1. (5) Reactant: Br[C:2]1[CH:7]=[CH:6][CH:5]=[CH:4][C:3]=1[C:8]1[CH:13]=[CH:12][CH:11]=[CH:10][CH:9]=1.C([Li])CCC.C([O:22][B:23](OC(C)C)[O:24]C(C)C)(C)C.Cl. Product: [C:3]1([C:8]2[CH:13]=[CH:12][CH:11]=[CH:10][CH:9]=2)[C:2]([B:23]([OH:24])[OH:22])=[CH:7][CH:6]=[CH:5][CH:4]=1. The catalyst class is: 788. (6) Reactant: [H-].[H-].[H-].[H-].[Li+].[Al+3].[CH:7]([C:9]1[CH:14]=[C:13]([O:15][CH3:16])[C:12]([CH2:17][CH2:18][C:19](O)=[O:20])=[C:11]([O:22][CH3:23])[CH:10]=1)=[O:8].OCC1C=C(OC)C(CCC(O)=O)=C(OC)C=1. Product: [OH:8][CH2:7][C:9]1[CH:10]=[C:11]([O:22][CH3:23])[C:12]([CH2:17][CH2:18][CH2:19][OH:20])=[C:13]([O:15][CH3:16])[CH:14]=1. The catalyst class is: 1. (7) Reactant: [CH3:1][C:2]1[N:7]=[C:6]([NH:8][C:9](=[O:15])[O:10][C:11]([CH3:14])([CH3:13])[CH3:12])[CH:5]=[CH:4][CH:3]=1.[Li+].CC([N-]C(C)C)C.[C:24](=O)([O:28]CC)[O:25][CH2:26][CH3:27]. Product: [C:11]([O:10][C:9]([NH:8][C:6]1[N:7]=[C:2]([CH2:1][C:24]([O:25][CH2:26][CH3:27])=[O:28])[CH:3]=[CH:4][CH:5]=1)=[O:15])([CH3:12])([CH3:14])[CH3:13]. The catalyst class is: 1. (8) Reactant: [NH2:1][C@H:2]1[CH2:7][CH2:6][CH2:5][C@@H:4]([C:8]([O:10][CH2:11][CH3:12])=[O:9])[CH2:3]1.[Cl:13][C:14]1[N:19]=[C:18](Cl)[C:17]([F:21])=[CH:16][N:15]=1.C(N(C(C)C)CC)(C)C. Product: [Cl:13][C:14]1[N:19]=[C:18]([NH:1][C@H:2]2[CH2:7][CH2:6][CH2:5][C@@H:4]([C:8]([O:10][CH2:11][CH3:12])=[O:9])[CH2:3]2)[C:17]([F:21])=[CH:16][N:15]=1. The catalyst class is: 1.